This data is from Reaction yield outcomes from USPTO patents with 853,638 reactions. The task is: Predict the reaction yield, written as a fraction of the theoretical maximum amount of product (1.0 means a 100% yield; for example, 0.34 means a 34% yield). (1) The reactants are [N:1]1[C:2]([CH2:10][O:11][CH2:12][C:13]([O:15][CH2:16][CH3:17])=[O:14])=[CH:3][N:4]2[CH:9]=[CH:8][CH:7]=[CH:6][C:5]=12.[I:18]N1C(=O)CCC1=O. The catalyst is C(#N)C. The product is [I:18][C:3]1[N:4]2[CH:9]=[CH:8][CH:7]=[CH:6][C:5]2=[N:1][C:2]=1[CH2:10][O:11][CH2:12][C:13]([O:15][CH2:16][CH3:17])=[O:14]. The yield is 0.670. (2) The reactants are [CH2:1]([O:3][C:4](=[O:13])[CH:5]=[N:6][NH:7][CH2:8][CH2:9][CH2:10][CH2:11][CH3:12])[CH3:2].ClN1C(=O)CCC1=O.[CH2:22]=[CH:23][C:24]1[CH:29]=[CH:28][CH:27]=[CH:26][CH:25]=1.C(=O)(O)[O-].[K+]. The catalyst is C(OC(=O)C)C.O. The product is [CH2:8]([N:7]1[CH:23]([C:24]2[CH:29]=[CH:28][CH:27]=[CH:26][CH:25]=2)[CH2:22][C:5]([C:4]([O:3][CH2:1][CH3:2])=[O:13])=[N:6]1)[CH2:9][CH2:10][CH2:11][CH3:12]. The yield is 0.220. (3) The reactants are [OH:1][C:2]1[C:3]([C:16]2[CH:17]=[C:18]([CH:24]=[CH:25][C:26]([O:28]CC)=[O:27])[CH:19]=[CH:20][C:21]=2[O:22][CH3:23])=[CH:4][C:5]2[C:6]([CH3:15])([CH3:14])[CH2:7][CH2:8][C:9]([CH3:13])([CH3:12])[C:10]=2[CH:11]=1.Cl.Cl[CH2:33][CH2:34][N:35]1[CH2:40][CH2:39][CH2:38][CH2:37][CH2:36]1. No catalyst specified. The product is [CH3:23][O:22][C:21]1[CH:20]=[CH:19][C:18]([CH:24]=[CH:25][C:26]([OH:28])=[O:27])=[CH:17][C:16]=1[C:3]1[C:2]([O:1][CH2:33][CH2:34][N:35]2[CH2:40][CH2:39][CH2:38][CH2:37][CH2:36]2)=[CH:11][C:10]2[C:9]([CH3:13])([CH3:12])[CH2:8][CH2:7][C:6]([CH3:15])([CH3:14])[C:5]=2[CH:4]=1. The yield is 0.890. (4) The reactants are [C:1]([Si:5]([O:18][C@H:19]1[C@H:33]([CH2:34][CH2:35][C@@H:36]2[CH2:38][O:37]2)[C@H:22]2[CH2:23][C:24]3[C:29]([CH2:30][C@H:21]2[CH2:20]1)=[C:28]([O:31][CH3:32])[CH:27]=[CH:26][CH:25]=3)([C:12]1[CH:17]=[CH:16][CH:15]=[CH:14][CH:13]=1)[C:6]1[CH:11]=[CH:10][CH:9]=[CH:8][CH:7]=1)([CH3:4])([CH3:3])[CH3:2].C([Li])C[CH2:41][CH3:42].[C:44](OCC)(=[O:46])[CH3:45].C(OCC)(=O)C.CCCCCCC. The catalyst is C(OC)(C)(C)C.[Cu]I. The product is [C:44]([O:37][C@@H:36]([CH2:38][CH2:41][CH3:42])[CH2:35][CH2:34][C@@H:33]1[C@H:22]2[CH2:23][C:24]3[C:29]([CH2:30][C@H:21]2[CH2:20][C@H:19]1[O:18][Si:5]([C:1]([CH3:4])([CH3:2])[CH3:3])([C:6]1[CH:11]=[CH:10][CH:9]=[CH:8][CH:7]=1)[C:12]1[CH:13]=[CH:14][CH:15]=[CH:16][CH:17]=1)=[C:28]([O:31][CH3:32])[CH:27]=[CH:26][CH:25]=3)(=[O:46])[CH3:45]. The yield is 0.880. (5) The reactants are [F:1][C@:2]1([CH3:19])[C@H:6]([OH:7])[C@@:5]([F:10])([CH2:8][OH:9])[O:4][C@H:3]1[N:11]1[CH:16]=[CH:15][C:14](=[O:17])[NH:13][C:12]1=[O:18].C1C(=O)N([Br:27])C(=O)C1. The catalyst is CN(C=O)C. The product is [Br:27][C:15]1[C:14](=[O:17])[NH:13][C:12](=[O:18])[N:11]([C@H:3]2[C@@:2]([F:1])([CH3:19])[C@H:6]([OH:7])[C@@:5]([F:10])([CH2:8][OH:9])[O:4]2)[CH:16]=1. The yield is 0.900.